From a dataset of Catalyst prediction with 721,799 reactions and 888 catalyst types from USPTO. Predict which catalyst facilitates the given reaction. (1) Reactant: [CH3:1][P:2](=[O:7])([O:5][CH3:6])[O:3][CH3:4].CP(F)(F)=[O:10].[OH-:13].[Na+]. Product: [CH3:1][P:2](=[O:7])([O:5][CH3:6])[O:3][CH3:4].[O:13]=[O:10]. The catalyst class is: 6. (2) Reactant: [CH2:1]([OH:12])[CH2:2][C:3]1[CH:11]=[CH:10][C:8]([OH:9])=[C:5]([O:6][CH3:7])[CH:4]=1.[CH2:13](Br)[C:14]1[CH:19]=[CH:18][CH:17]=[CH:16][CH:15]=1.[OH-].[Na+]. Product: [CH2:13]([O:9][C:8]1[CH:10]=[CH:11][C:3]([CH2:2][CH2:1][OH:12])=[CH:4][C:5]=1[O:6][CH3:7])[C:14]1[CH:19]=[CH:18][CH:17]=[CH:16][CH:15]=1. The catalyst class is: 8.